Regression. Given two drug SMILES strings and cell line genomic features, predict the synergy score measuring deviation from expected non-interaction effect. From a dataset of NCI-60 drug combinations with 297,098 pairs across 59 cell lines. (1) Drug 1: CS(=O)(=O)OCCCCOS(=O)(=O)C. Drug 2: CC(C)NC(=O)C1=CC=C(C=C1)CNNC.Cl. Cell line: NCIH23. Synergy scores: CSS=17.2, Synergy_ZIP=-2.13, Synergy_Bliss=-0.930, Synergy_Loewe=0.357, Synergy_HSA=0.404. (2) Drug 1: CC1OCC2C(O1)C(C(C(O2)OC3C4COC(=O)C4C(C5=CC6=C(C=C35)OCO6)C7=CC(=C(C(=C7)OC)O)OC)O)O. Drug 2: C1=CN(C(=O)N=C1N)C2C(C(C(O2)CO)O)O.Cl. Cell line: HOP-62. Synergy scores: CSS=58.0, Synergy_ZIP=2.46, Synergy_Bliss=1.68, Synergy_Loewe=-0.458, Synergy_HSA=5.75. (3) Drug 1: C1=C(C(=O)NC(=O)N1)F. Drug 2: C1=CC=C(C=C1)NC(=O)CCCCCCC(=O)NO. Cell line: LOX IMVI. Synergy scores: CSS=35.0, Synergy_ZIP=-6.53, Synergy_Bliss=-9.15, Synergy_Loewe=-5.86, Synergy_HSA=-4.27. (4) Drug 1: C1=NC2=C(N=C(N=C2N1C3C(C(C(O3)CO)O)F)Cl)N. Drug 2: CCCCC(=O)OCC(=O)C1(CC(C2=C(C1)C(=C3C(=C2O)C(=O)C4=C(C3=O)C=CC=C4OC)O)OC5CC(C(C(O5)C)O)NC(=O)C(F)(F)F)O. Cell line: HT29. Synergy scores: CSS=19.2, Synergy_ZIP=2.69, Synergy_Bliss=1.41, Synergy_Loewe=-3.21, Synergy_HSA=-2.81. (5) Drug 1: C1=CC(=CC=C1CC(C(=O)O)N)N(CCCl)CCCl.Cl. Drug 2: C1C(C(OC1N2C=NC3=C(N=C(N=C32)Cl)N)CO)O. Cell line: OVCAR3. Synergy scores: CSS=13.6, Synergy_ZIP=-4.07, Synergy_Bliss=0.118, Synergy_Loewe=-6.68, Synergy_HSA=-1.75. (6) Synergy scores: CSS=36.0, Synergy_ZIP=-2.23, Synergy_Bliss=-1.39, Synergy_Loewe=-13.9, Synergy_HSA=3.55. Drug 2: CC1C(C(CC(O1)OC2CC(CC3=C2C(=C4C(=C3O)C(=O)C5=C(C4=O)C(=CC=C5)OC)O)(C(=O)CO)O)N)O.Cl. Drug 1: C1C(C(OC1N2C=NC(=NC2=O)N)CO)O. Cell line: KM12.